From a dataset of Full USPTO retrosynthesis dataset with 1.9M reactions from patents (1976-2016). Predict the reactants needed to synthesize the given product. (1) Given the product [F:26][C:23]1[CH:24]=[CH:25][C:20]([CH2:19][CH2:18][N:15]2[CH2:14][CH2:13][CH:12]([CH:11]([O:27][C:28](=[O:30])[CH3:29])[C:7]3[CH:8]=[CH:9][CH:10]=[C:5]([OH:4])[C:6]=3[O:31][CH3:32])[CH2:17][CH2:16]2)=[CH:21][CH:22]=1, predict the reactants needed to synthesize it. The reactants are: C([O:4][C:5]1[C:6]([O:31][CH3:32])=[C:7]([CH:11]([O:27][C:28](=[O:30])[CH3:29])[CH:12]2[CH2:17][CH2:16][N:15]([CH2:18][CH2:19][C:20]3[CH:25]=[CH:24][C:23]([F:26])=[CH:22][CH:21]=3)[CH2:14][CH2:13]2)[CH:8]=[CH:9][CH:10]=1)(=O)C.C([O-])(O)=O.[Na+].CO. (2) Given the product [Cl:1][C:2]1[N:7]=[C:6]2[N:8]([CH:11]([CH3:13])[CH3:12])[CH:9]=[N:10][C:5]2=[C:4]([NH:15][CH2:16][CH2:17][C:18]2[CH:23]=[CH:22][C:21]([OH:24])=[CH:20][CH:19]=2)[CH:3]=1, predict the reactants needed to synthesize it. The reactants are: [Cl:1][C:2]1[N:7]=[C:6]2[N:8]([CH:11]([CH3:13])[CH3:12])[CH:9]=[N:10][C:5]2=[C:4](Cl)[CH:3]=1.[NH2:15][CH2:16][CH2:17][C:18]1[CH:23]=[CH:22][C:21]([OH:24])=[CH:20][CH:19]=1. (3) Given the product [Cl:1][C:2]1[C:10]([C:11]#[N:12])=[CH:9][CH:8]=[C:7]2[C:3]=1[CH:4]=[C:5]([CH:13]([F:14])[F:15])[N:6]2[CH:22]([CH3:23])[C:21]([O:20][C:16]([CH3:19])([CH3:18])[CH3:17])=[O:25], predict the reactants needed to synthesize it. The reactants are: [Cl:1][C:2]1[C:10]([C:11]#[N:12])=[CH:9][CH:8]=[C:7]2[C:3]=1[CH:4]=[C:5]([CH:13]([F:15])[F:14])[NH:6]2.[C:16]([O:20][C:21](=[O:25])[CH:22](Br)[CH3:23])([CH3:19])([CH3:18])[CH3:17].C([O-])([O-])=O.[Cs+].[Cs+]. (4) The reactants are: [CH2:1]([OH:4])[CH2:2][OH:3].[ClH:5].ClC1C=CC([C@H:13]([NH2:22])[C:14]2[CH:19]=[CH:18][C:17]([CH:20]=O)=[CH:16][CH:15]=2)=CC=1.O.[C:24]1(C)[CH:29]=[CH:28][C:27](S(O)(=O)=O)=[CH:26][CH:25]=1. Given the product [Cl:5][C:24]1[CH:29]=[CH:28][C:27]([NH:22][CH2:13][C:14]2[CH:15]=[CH:16][C:17]([CH:20]3[O:4][CH2:1][CH2:2][O:3]3)=[CH:18][CH:19]=2)=[CH:26][CH:25]=1, predict the reactants needed to synthesize it. (5) Given the product [CH3:1][C@H:2]([N:10]([CH2:24][C:18]1[CH:19]=[CH:20][CH:21]=[CH:22][CH:23]=1)[CH3:11])[CH2:3][C:4]1[CH:5]=[CH:6][CH:7]=[CH:8][CH:9]=1.[ClH:32], predict the reactants needed to synthesize it. The reactants are: [CH3:1][C@H:2]([NH:10][CH3:11])[CH2:3][C:4]1[CH:5]=[CH:6][CH:7]=[CH:8][CH:9]=1.C(=O)([O-])[O-].[Na+].[Na+].[C:18]1([CH3:24])[CH:23]=[CH:22][CH:21]=[CH:20][CH:19]=1.C([Cl:32])C1C=CC=CC=1. (6) Given the product [CH3:1][C@H:2]1[C@H:3]([OH:35])[C@@H:4]([O:33][CH3:34])[CH:5]=[CH:6][CH2:7][CH2:8][CH:9]=[CH:10][C:11](=[O:13])[O:12][C@H:16]([C@@H:17]([C:19]([CH2:21][CH2:22][CH2:23][CH:24]2[CH2:31][C:29](=[O:30])[NH:28][C:26](=[O:27])[CH2:25]2)=[O:20])[CH3:18])[C:15]([CH3:32])=[CH:14]1.[CH3:18][C@H:17]([C:19]([CH2:21][CH2:22][CH2:23][CH:24]1[CH2:25][C:26](=[O:27])[NH:28][C:29](=[O:30])[CH2:31]1)=[O:20])/[CH:16]=[C:15](/[C@H:14]([OH:13])[C@H:2]([C@H:3]([OH:35])[C@@H:4]([O:33][CH3:34])/[CH:5]=[CH:6]/[CH2:7][CH2:8]/[CH:9]=[CH:10]/[C:11]([OH:36])=[O:12])[CH3:1])\[CH3:32], predict the reactants needed to synthesize it. The reactants are: [CH3:1][C@@H:2]1[C@H:14](/[C:15](/[CH3:32])=[CH:16]/[C@@H:17]([C:19]([CH2:21][CH2:22][CH2:23][CH:24]2[CH2:31][C:29](=[O:30])[NH:28][C:26](=[O:27])[CH2:25]2)=[O:20])[CH3:18])[O:13][C:11](=[O:12])[CH:10]=[CH:9][CH2:8][CH2:7][CH:6]=[CH:5][C@H:4]([O:33][CH3:34])[C@H:3]1[OH:35].[OH2:36]. (7) Given the product [Br:1][C:2]1[CH:7]=[CH:6][C:5](/[C:15](=[CH:14]\[CH:9]2[CH2:13][CH2:12][CH2:11][CH2:10]2)/[CH2:16][OH:17])=[CH:4][CH:3]=1, predict the reactants needed to synthesize it. The reactants are: [Br:1][C:2]1[CH:7]=[CH:6][C:5](I)=[CH:4][CH:3]=1.[CH:9]1(/[CH:14]=[C:15](\B2OC(C)(C)C(C)(C)O2)/[CH2:16][OH:17])[CH2:13][CH2:12][CH2:11][CH2:10]1.[F-].[Cs+]. (8) Given the product [CH3:11][O:10][C:4]1[CH:3]=[C:2]([CH2:21][C:20](=[O:22])[CH:19]([CH3:23])[CH3:18])[CH:7]=[CH:6][C:5]=1[O:8][CH3:9], predict the reactants needed to synthesize it. The reactants are: Br[C:2]1[CH:7]=[CH:6][C:5]([O:8][CH3:9])=[C:4]([O:10][CH3:11])[CH:3]=1.C(O[Na])(C)(C)C.[CH3:18][CH:19]([CH3:23])[C:20](=[O:22])[CH3:21]. (9) Given the product [CH3:1][O:2][C:3]1[CH:4]=[C:5]([CH:22]=[CH:23][CH:24]=1)[CH2:6][NH:7][C:8]1[N:26]([NH2:27])[C:10]([C:13]2[C:21]3[C:16](=[N:17][CH:18]=[CH:19][CH:20]=3)[NH:15][CH:14]=2)=[N:11][N:12]=1, predict the reactants needed to synthesize it. The reactants are: [CH3:1][O:2][C:3]1[CH:4]=[C:5]([CH:22]=[CH:23][CH:24]=1)[CH2:6][NH:7][C:8]1O[C:10]([C:13]2[C:21]3[C:16](=[N:17][CH:18]=[CH:19][CH:20]=3)[NH:15][CH:14]=2)=[N:11][N:12]=1.O.[NH2:26][NH2:27]. (10) The reactants are: [Cl:1][C:2]1[CH:3]=[C:4]2[C:10]([C:11]#[N:12])=[N:9][N:8]([CH2:13][C:14]([O:16][C:17]([CH3:20])([CH3:19])[CH3:18])=[O:15])[C:5]2=[CH:6][N:7]=1.C(=N[OH:24])C.C1C=CC(P(C2C=CC=CC=2)C2C=CC=CC=2)=CC=1.O.CCO. Given the product [C:11]([C:10]1[C:4]2[C:5](=[CH:6][N:7]=[C:2]([Cl:1])[CH:3]=2)[N:8]([CH2:13][C:14]([O:16][C:17]([CH3:20])([CH3:19])[CH3:18])=[O:15])[N:9]=1)(=[O:24])[NH2:12], predict the reactants needed to synthesize it.